Dataset: Reaction yield outcomes from USPTO patents with 853,638 reactions. Task: Predict the reaction yield, written as a fraction of the theoretical maximum amount of product (1.0 means a 100% yield; for example, 0.34 means a 34% yield). (1) The reactants are [CH3:1][N:2]([CH3:33])[C:3]1[CH:4]=[CH:5][C:6]2[C:15]([CH:16]=1)=[O+:14][C:13]1[C:8](=[CH:9][CH:10]=[C:11]([N:17]([CH3:19])[CH3:18])[CH:12]=1)[C:7]=2[C:20]1[CH:25]=[CH:24][C:23]([N+:26]([O-:28])=[O:27])=[C:22]([NH2:29])[C:21]=1[C:30]([OH:32])=[O:31].C(N(C(C)C)CC)(C)C.[C:43]([O:46][CH2:47][Br:48])(=[O:45])[CH3:44]. The catalyst is ClC(Cl)C. The product is [Br-:48].[CH3:1][N:2]([CH3:33])[C:3]1[CH:4]=[CH:5][C:6]2[C:15]([CH:16]=1)=[O+:14][C:13]1[C:8](=[CH:9][CH:10]=[C:11]([N:17]([CH3:18])[CH3:19])[CH:12]=1)[C:7]=2[C:20]1[CH:25]=[CH:24][C:23]([N+:26]([O-:28])=[O:27])=[C:22]([NH2:29])[C:21]=1[C:30]([O:32][CH2:47][O:46][C:43](=[O:45])[CH3:44])=[O:31]. The yield is 0.136. (2) The reactants are CCN(CC)CC.[SH:8][CH2:9][C:10]([OH:12])=[O:11].Cl[C:14]1[CH:19]=[CH:18][C:17]([N+:20]([O-:22])=[O:21])=[CH:16][C:15]=1[N+:23]([O-:25])=[O:24].O. The catalyst is O1CCOCC1. The product is [N+:20]([C:17]1[CH:16]=[C:15]([N+:23]([O-:25])=[O:24])[CH:14]=[CH:19][C:18]=1[S:8][CH2:9][C:10]([OH:12])=[O:11])([O-:22])=[O:21]. The yield is 0.740. (3) The reactants are I[C:2]1[CH:7]=[CH:6][C:5]([C:8]2[CH:13]=[CH:12][C:11](I)=[CH:10][CH:9]=2)=[CH:4][CH:3]=1.[CH3:15][C:16]1[CH:22]=[CH:21][CH:20]=[CH:19][C:17]=1[NH2:18].C(=O)([O-])[O-].[K+].[K+]. The catalyst is [Cu]. The product is [CH3:15][C:16]1[CH:22]=[CH:21][CH:20]=[CH:19][C:17]=1[NH:18][C:2]1[CH:7]=[CH:6][C:5]([C:8]2[CH:13]=[CH:12][C:11]([NH:18][C:17]3[CH:19]=[CH:20][CH:21]=[CH:22][C:16]=3[CH3:15])=[CH:10][CH:9]=2)=[CH:4][CH:3]=1. The yield is 0.640. (4) The reactants are [Si]([O:8][C@H:9]([CH3:42])[C@H:10]([C:22]1[O:26][C:25]([C:27]2[CH:32]=[CH:31][C:30]([NH:33][C:34](=[O:41])[C:35]3[CH:40]=[CH:39][CH:38]=[CH:37][CH:36]=3)=[CH:29][CH:28]=2)=[N:24][N:23]=1)[NH:11][C:12]1[CH:17]=[CH:16][C:15]([C:18]#[N:19])=[C:14]([Cl:20])[C:13]=1[CH3:21])(C(C)(C)C)(C)C.CCCC[N+](CCCC)(CCCC)CCCC.[F-]. The catalyst is C1COCC1. The product is [Cl:20][C:14]1[C:13]([CH3:21])=[C:12]([NH:11][C@@H:10]([C:22]2[O:26][C:25]([C:27]3[CH:32]=[CH:31][C:30]([NH:33][C:34](=[O:41])[C:35]4[CH:40]=[CH:39][CH:38]=[CH:37][CH:36]=4)=[CH:29][CH:28]=3)=[N:24][N:23]=2)[C@H:9]([OH:8])[CH3:42])[CH:17]=[CH:16][C:15]=1[C:18]#[N:19]. The yield is 0.910.